From a dataset of Full USPTO retrosynthesis dataset with 1.9M reactions from patents (1976-2016). Predict the reactants needed to synthesize the given product. (1) Given the product [C:37]([N:32]1[CH2:31][CH2:30][CH:29]([N:28]([CH2:35][CH3:36])[CH2:27][CH2:26][N:23]2[C:16]3[N:17]=[C:18]([NH:21][CH3:22])[N:19]=[CH:20][C:15]=3[CH:14]=[C:13]([C:3]3[C:2]([Cl:1])=[C:7]([O:8][CH3:9])[CH:6]=[C:5]([O:10][CH3:11])[C:4]=3[Cl:12])[C:24]2=[O:25])[CH2:34][CH2:33]1)(=[O:40])[CH:38]=[CH2:39], predict the reactants needed to synthesize it. The reactants are: [Cl:1][C:2]1[C:7]([O:8][CH3:9])=[CH:6][C:5]([O:10][CH3:11])=[C:4]([Cl:12])[C:3]=1[C:13]1[C:24](=[O:25])[N:23]([CH2:26][CH2:27][N:28]([CH2:35][CH3:36])[CH:29]2[CH2:34][CH2:33][NH:32][CH2:31][CH2:30]2)[C:16]2[N:17]=[C:18]([NH:21][CH3:22])[N:19]=[CH:20][C:15]=2[CH:14]=1.[C:37](Cl)(=[O:40])[CH:38]=[CH2:39]. (2) Given the product [CH3:13][C:10]1[CH:11]=[CH:12][C:7]([O:6][C:5]2[CH:14]=[CH:15][C:2]([C:17]#[N:18])=[CH:3][CH:4]=2)=[N:8][CH:9]=1, predict the reactants needed to synthesize it. The reactants are: Cl[C:2]1[CH:15]=[CH:14][C:5]([O:6][C:7]2[CH:12]=[CH:11][C:10]([CH3:13])=[CH:9][N:8]=2)=[CH:4][CH:3]=1.N.[CH3:17][N:18](C)C(=O)C. (3) Given the product [CH3:16][O:17][CH2:18][CH2:19][CH2:20][NH:21][C:2]1[C:12]([N+:13]([O-:15])=[O:14])=[CH:11][C:5]([C:6]([O:8][CH2:9][CH3:10])=[O:7])=[CH:4][N:3]=1, predict the reactants needed to synthesize it. The reactants are: Cl[C:2]1[C:12]([N+:13]([O-:15])=[O:14])=[CH:11][C:5]([C:6]([O:8][CH2:9][CH3:10])=[O:7])=[CH:4][N:3]=1.[CH3:16][O:17][CH2:18][CH2:19][CH2:20][NH2:21]. (4) Given the product [CH:12]1([NH:15][C:16]([C:18]2[CH:19]=[C:20]([F:39])[C:21]([CH3:38])=[C:22]([C:24]3[N+:25]([O-:9])=[CH:26][C:27]([C:28]([NH:30][CH2:31][C:32]([CH3:35])([CH3:34])[CH3:33])=[O:29])=[CH:36][CH:37]=3)[CH:23]=2)=[O:17])[CH2:14][CH2:13]1, predict the reactants needed to synthesize it. The reactants are: C1C=C(Cl)C=C(C(OO)=[O:9])C=1.[CH:12]1([NH:15][C:16]([C:18]2[CH:19]=[C:20]([F:39])[C:21]([CH3:38])=[C:22]([C:24]3[CH:37]=[CH:36][C:27]([C:28]([NH:30][CH2:31][C:32]([CH3:35])([CH3:34])[CH3:33])=[O:29])=[CH:26][N:25]=3)[CH:23]=2)=[O:17])[CH2:14][CH2:13]1. (5) Given the product [CH2:25]([CH:22]1[CH2:21][CH2:20][CH:19]([CH2:18][CH2:17][C:14]2[CH:13]=[CH:12][C:11]([C@H:8]3[CH2:9][CH2:10][C@H:5]([CH:3]=[O:2])[CH2:6][CH2:7]3)=[CH:16][CH:15]=2)[CH2:24][CH2:23]1)[CH2:26][CH3:27], predict the reactants needed to synthesize it. The reactants are: C[O:2][C:3]([CH:5]1[CH2:10][CH2:9][CH:8]([C:11]2[CH:16]=[CH:15][C:14]([CH2:17][CH2:18][CH:19]3[CH2:24][CH2:23][CH:22]([CH2:25][CH2:26][CH3:27])[CH2:21][CH2:20]3)=[CH:13][CH:12]=2)[CH2:7][CH2:6]1)=O.COCCO[AlH2-]OCCOC.[Na+].O.Cl. (6) Given the product [F:20][C:19]1[C:2]([F:1])=[CH:3][C:4]2[O:21][CH2:22][N:8]([C:9]3[CH:14]=[CH:13][C:12]([N+:15]([O-:17])=[O:16])=[CH:11][CH:10]=3)[C:6](=[O:7])[C:5]=2[CH:18]=1, predict the reactants needed to synthesize it. The reactants are: [F:1][C:2]1[C:19]([F:20])=[CH:18][C:5]([C:6]([NH:8][C:9]2[CH:14]=[CH:13][C:12]([N+:15]([O-:17])=[O:16])=[CH:11][CH:10]=2)=[O:7])=[C:4]([OH:21])[CH:3]=1.[C:22]1(C)C=CC(S(O)(=O)=O)=CC=1.O.C(=O)(O)[O-].[Na+]. (7) Given the product [OH:2][C:3]1[C:4](=[O:29])[N:5]([CH3:28])[C:6]([C:23]([N:25]([CH3:26])[CH3:27])=[O:24])=[C:7]2[C:12]=1[C:11](=[O:13])[NH:10][CH2:9][CH2:8]2, predict the reactants needed to synthesize it. The reactants are: C[O:2][C:3]1[C:4](=[O:29])[N:5]([CH3:28])[C:6]([C:23]([N:25]([CH3:27])[CH3:26])=[O:24])=[C:7]2[C:12]=1[C:11](=[O:13])[N:10](CC1C=CC(OC)=CC=1)[CH2:9][CH2:8]2.Br.